This data is from TCR-epitope binding with 47,182 pairs between 192 epitopes and 23,139 TCRs. The task is: Binary Classification. Given a T-cell receptor sequence (or CDR3 region) and an epitope sequence, predict whether binding occurs between them. The epitope is NLNESLIDL. The TCR CDR3 sequence is CASSQTSSYNEQFF. Result: 1 (the TCR binds to the epitope).